This data is from Reaction yield outcomes from USPTO patents with 853,638 reactions. The task is: Predict the reaction yield, written as a fraction of the theoretical maximum amount of product (1.0 means a 100% yield; for example, 0.34 means a 34% yield). (1) The reactants are [OH:1][C:2]1([CH2:36][CH2:37][OH:38])[CH2:7][CH2:6][CH:5]([N:8]2[C:13](=[O:14])[C:12]([CH2:15][C:16]3[CH:21]=[CH:20][C:19]([C:22]4[C:23]([C:28]#[N:29])=[CH:24][CH:25]=[CH:26][CH:27]=4)=[CH:18][CH:17]=3)=[C:11]([CH2:30][CH2:31][CH3:32])[N:10]3[N:33]=[CH:34][N:35]=[C:9]23)[CH2:4][CH2:3]1.FC(F)(F)S(O[Si](C(C)(C)C)(C)C)(=O)=O.[N:54]1C(C)=CC=CC=1C.[Cl-].O[NH3+].[C:65](=[O:68])([O-])[OH:66].[Na+]. The catalyst is C(OCC)(=O)C.CS(C)=O.O1CCCC1. The product is [OH:1][C:2]1([CH2:36][CH2:37][OH:38])[CH2:3][CH2:4][CH:5]([N:8]2[C:13](=[O:14])[C:12]([CH2:15][C:16]3[CH:17]=[CH:18][C:19]([C:22]4[CH:27]=[CH:26][CH:25]=[CH:24][C:23]=4[C:28]4[NH:54][C:65](=[O:68])[O:66][N:29]=4)=[CH:20][CH:21]=3)=[C:11]([CH2:30][CH2:31][CH3:32])[N:10]3[N:33]=[CH:34][N:35]=[C:9]23)[CH2:6][CH2:7]1. The yield is 0.230. (2) The reactants are [CH2:1]([O:3][C:4](=[O:17])[C:5]([CH3:16])([CH3:15])[CH2:6][N:7](C)[C:8](=O)C(F)(F)F)[CH3:2]. The catalyst is N.CO. The product is [CH2:1]([O:3][C:4](=[O:17])[C:5]([CH3:16])([CH3:15])[CH2:6][NH:7][CH3:8])[CH3:2]. The yield is 0.770. (3) The reactants are [F:1][C:2]1[CH:7]=[CH:6][C:5]([N:8]([CH2:24][C:25]2[CH:30]=[CH:29][C:28]([NH:31][C:32]([C@@H:34]3[CH2:38][CH2:37][CH2:36][N:35]3[C:39]([O:41][C:42]([CH3:45])([CH3:44])[CH3:43])=[O:40])=[O:33])=[CH:27][CH:26]=2)[CH2:9][C:10]2[CH:15]=[CH:14][C:13]([NH:16][C:17]([C@@H:19]3[CH2:23][CH2:22][CH2:21][NH:20]3)=[O:18])=[CH:12][CH:11]=2)=[CH:4][CH:3]=1.[C:46]1([C@@H:52]([N:56]2[CH2:61][CH2:60][CH2:59][CH2:58][CH2:57]2)[C:53](O)=[O:54])[CH:51]=[CH:50][CH:49]=[CH:48][CH:47]=1. No catalyst specified. The product is [F:1][C:2]1[CH:3]=[CH:4][C:5]([N:8]([CH2:24][C:25]2[CH:30]=[CH:29][C:28]([NH:31][C:32]([C@@H:34]3[CH2:38][CH2:37][CH2:36][N:35]3[C:39]([O:41][C:42]([CH3:45])([CH3:44])[CH3:43])=[O:40])=[O:33])=[CH:27][CH:26]=2)[CH2:9][C:10]2[CH:15]=[CH:14][C:13]([NH:16][C:17]([C@@H:19]3[CH2:23][CH2:22][CH2:21][N:20]3[C:53](=[O:54])[C@@H:52]([C:46]3[CH:51]=[CH:50][CH:49]=[CH:48][CH:47]=3)[N:56]3[CH2:57][CH2:58][CH2:59][CH2:60][CH2:61]3)=[O:18])=[CH:12][CH:11]=2)=[CH:6][CH:7]=1. The yield is 0.580. (4) The reactants are [NH2:1][C:2]1[C:3]([C:9]2[CH:21]=[CH:20][C:12]([C:13]([O:15][C:16]([CH3:19])([CH3:18])[CH3:17])=[O:14])=[C:11]([F:22])[CH:10]=2)=[N:4][C:5](Br)=[CH:6][N:7]=1.C(Cl)Cl.[C:26]1(B2OC(C)(C)C(C)(C)O2)[CH2:31][CH2:30][CH2:29][CH2:28]C=1.C(OCC)(=[O:43])C. The catalyst is COCCOC.C1C=CC(P(C2C=CC=CC=2)[C-]2C=CC=C2)=CC=1.C1C=CC(P(C2C=CC=CC=2)[C-]2C=CC=C2)=CC=1.Cl[Pd]Cl.[Fe+2]. The product is [NH2:1][C:2]1[C:3]([C:9]2[CH:21]=[CH:20][C:12]([C:13]([O:15][C:16]([CH3:19])([CH3:18])[CH3:17])=[O:14])=[C:11]([F:22])[CH:10]=2)=[N:4][C:5]([C:30]2[CH2:31][CH2:26][O:43][CH2:28][CH:29]=2)=[CH:6][N:7]=1. The yield is 0.850. (5) The reactants are [Cl:1][C:2]1[CH:3]=[C:4]([C:9]2([C:30]([F:33])([F:32])[F:31])[O:13][N:12]=[C:11]([C:14]3[S:18][C:17]([C:19]([NH:21][CH2:22][C:23]([OH:25])=O)=[O:20])=[C:16]4[CH2:26][CH2:27][CH2:28][CH2:29][C:15]=34)[CH2:10]2)[CH:5]=[C:6]([Cl:8])[CH:7]=1.CN(C(O[N:42]1N=[N:49][C:44]2C=CC=N[C:43]1=2)=[N+](C)C)C.F[P-](F)(F)(F)(F)F.CCN(CC)CC.Cl.NCC#N. The catalyst is C(Cl)Cl.O. The product is [C:43]([CH2:44][NH:49][C:23](=[O:25])[CH2:22][NH:21][C:19]([C:17]1[S:18][C:14]([C:11]2[CH2:10][C:9]([C:4]3[CH:3]=[C:2]([Cl:1])[CH:7]=[C:6]([Cl:8])[CH:5]=3)([C:30]([F:33])([F:32])[F:31])[O:13][N:12]=2)=[C:15]2[CH2:29][CH2:28][CH2:27][CH2:26][C:16]=12)=[O:20])#[N:42]. The yield is 0.447. (6) The reactants are C([O-])([O-])=O.[Cs+].[Cs+].[N:7]1([C:15]([O:17][C:18]([CH3:21])([CH3:20])[CH3:19])=[O:16])[CH2:14][CH2:13][CH2:12][C@H:8]1[C:9]([OH:11])=[O:10].[CH2:22](Br)[C:23]1[CH:28]=[CH:27][CH:26]=[CH:25][CH:24]=1. The catalyst is O.C(O)C.CN(C=O)C. The product is [N:7]1([C:15]([O:17][C:18]([CH3:21])([CH3:20])[CH3:19])=[O:16])[CH2:14][CH2:13][CH2:12][C@H:8]1[C:9]([O:11][CH2:22][C:23]1[CH:28]=[CH:27][CH:26]=[CH:25][CH:24]=1)=[O:10]. The yield is 0.880. (7) The reactants are [Br:1][C:2]1[CH:3]=[CH:4][C:5]([CH:12](Br)[CH3:13])=[C:6]([CH:11]=1)[C:7]([O:9]C)=O.[CH3:15][O:16][C:17]1[CH:22]=[CH:21][C:20]([C@H:23]([NH2:25])[CH3:24])=[CH:19][CH:18]=1.C(N(CC)CC)C. The catalyst is CO. The product is [Br:1][C:2]1[CH:11]=[C:6]2[C:5]([CH:12]([CH3:13])[N:25]([C@@H:23]([C:20]3[CH:21]=[CH:22][C:17]([O:16][CH3:15])=[CH:18][CH:19]=3)[CH3:24])[C:7]2=[O:9])=[CH:4][CH:3]=1. The yield is 0.520. (8) The reactants are [Cl:1][C:2]1[N:7]=[C:6]([Cl:8])[C:5]([NH2:9])=[CH:4][N:3]=1.[S:10]1[CH2:15][CH2:14][C:13](=O)[CH2:12][CH2:11]1.C([BH3-])#N.[Na+].C([O-])(O)=O.[Na+]. The catalyst is ClCCl.[Ti](Cl)(Cl)(Cl)Cl.CCOC(C)=O. The product is [Cl:1][C:2]1[N:7]=[C:6]([Cl:8])[C:5]([NH:9][CH:13]2[CH2:14][CH2:15][S:10][CH2:11][CH2:12]2)=[CH:4][N:3]=1. The yield is 0.340.